From a dataset of Reaction yield outcomes from USPTO patents with 853,638 reactions. Predict the reaction yield, written as a fraction of the theoretical maximum amount of product (1.0 means a 100% yield; for example, 0.34 means a 34% yield). (1) The reactants are CC([O-])(C)C.[Na+].[C:7]1([CH3:13])[CH:12]=[CH:11][CH:10]=[CH:9][CH:8]=1.ClC1C=CC(C)=CC=1.[CH2:22]([NH2:29])[C:23]1[CH:28]=[CH:27][CH:26]=[CH:25][CH:24]=1. The catalyst is CCOCC.C1C=CC(/C=C/C(/C=C/C2C=CC=CC=2)=O)=CC=1.C1C=CC(/C=C/C(/C=C/C2C=CC=CC=2)=O)=CC=1.C1C=CC(/C=C/C(/C=C/C2C=CC=CC=2)=O)=CC=1.[Pd].[Pd]. The product is [CH2:22]([NH:29][C:10]1[CH:11]=[CH:12][C:7]([CH3:13])=[CH:8][CH:9]=1)[C:23]1[CH:28]=[CH:27][CH:26]=[CH:25][CH:24]=1. The yield is 0.890. (2) The reactants are [CH:1]([C:4]1[CH:9]=[CH:8][C:7]([CH:10]2[C:14]3[C:15]([CH3:22])=[C:16]([NH2:21])[C:17]([CH3:20])=[C:18]([CH3:19])[C:13]=3[O:12][C:11]2([CH3:24])[CH3:23])=[CH:6][CH:5]=1)([CH3:3])[CH3:2].[O:25]1[C:29]2[CH:30]=[CH:31][C:32]([C:34](Cl)=[O:35])=[CH:33][C:28]=2[O:27][CH2:26]1. The catalyst is C(OCC)C.CCCCCC. The product is [CH:1]([C:4]1[CH:9]=[CH:8][C:7]([CH:10]2[C:14]3[C:15]([CH3:22])=[C:16]([NH:21][C:34]([C:32]4[CH:31]=[CH:30][C:29]5[O:25][CH2:26][O:27][C:28]=5[CH:33]=4)=[O:35])[C:17]([CH3:20])=[C:18]([CH3:19])[C:13]=3[O:12][C:11]2([CH3:24])[CH3:23])=[CH:6][CH:5]=1)([CH3:3])[CH3:2]. The yield is 0.670. (3) The reactants are Cl.[CH3:2][O:3][C:4](=[O:9])[C@H:5]([CH2:7][OH:8])[NH2:6].CCN(CC)CC.Cl[C:18]([C:31]1[CH:36]=[CH:35][CH:34]=[CH:33][CH:32]=1)([C:25]1[CH:30]=[CH:29][CH:28]=[CH:27][CH:26]=1)[C:19]1[CH:24]=[CH:23][CH:22]=[CH:21][CH:20]=1. The yield is 0.940. The product is [OH:8][CH2:7][C@H:5]([NH:6][C:18]([C:19]1[CH:24]=[CH:23][CH:22]=[CH:21][CH:20]=1)([C:31]1[CH:32]=[CH:33][CH:34]=[CH:35][CH:36]=1)[C:25]1[CH:26]=[CH:27][CH:28]=[CH:29][CH:30]=1)[C:4]([O:3][CH3:2])=[O:9]. No catalyst specified. (4) The product is [C:14]([NH:1][C:2]1[CH:10]=[CH:9][CH:8]=[C:4]2[C:5]([O:13][C:11](=[O:12])[C:3]=12)=[O:7])(=[O:16])[CH3:15]. The yield is 0.610. The reactants are [NH2:1][C:2]1[CH:10]=[CH:9][CH:8]=[C:4]([C:5]([OH:7])=O)[C:3]=1[C:11]([OH:13])=[O:12].[C:14](OC(=O)C)(=[O:16])[CH3:15]. No catalyst specified. (5) The reactants are [NH:1]1[CH:5]=[N:4][C:3]([NH2:6])=[N:2]1.[O:7]1[CH2:12][CH2:11][C:10](=O)[CH2:9][CH2:8]1.C([BH3-])#N.[Na+].O. The catalyst is C(O)(=O)C. The product is [O:7]1[CH2:12][CH2:11][CH:10]([NH:6][C:3]2[NH:4][CH:5]=[N:1][N:2]=2)[CH2:9][CH2:8]1. The yield is 0.100. (6) The reactants are [Cl:1][C:2]1([O:22][CH3:23])[CH:7]=[C:6]([O:8][CH3:9])[N:5]=[C:4]([C:10]([CH2:12][C:13]([NH:15][C:16]2[CH:21]=[CH:20][CH:19]=[CH:18][CH:17]=2)=[O:14])=[O:11])[NH:3]1.[BH4-].[Na+].[Cl-].[NH4+]. The catalyst is C(O)C. The product is [Cl:1][C:2]1([O:22][CH3:23])[CH:7]=[C:6]([O:8][CH3:9])[N:5]=[C:4]([CH:10]([OH:11])[CH2:12][C:13]([NH:15][C:16]2[CH:21]=[CH:20][CH:19]=[CH:18][CH:17]=2)=[O:14])[NH:3]1. The yield is 0.680.